Dataset: Catalyst prediction with 721,799 reactions and 888 catalyst types from USPTO. Task: Predict which catalyst facilitates the given reaction. Reactant: Cl[C:2]1[N:7]=[CH:6][N:5]=[C:4]([NH:8][C:9]2[CH:14]=[C:13]([O:15][CH3:16])[C:12]([O:17][CH3:18])=[C:11]([O:19][CH3:20])[CH:10]=2)[N:3]=1.[Cl:21][C:22]1[NH:23][C:24]2[CH:30]=[CH:29][CH:28]=[CH:27][C:25]=2[N:26]=1.C([O-])([O-])=O.[K+].[K+]. Product: [Cl:21][C:22]1[N:26]([C:2]2[N:7]=[CH:6][N:5]=[C:4]([NH:8][C:9]3[CH:14]=[C:13]([O:15][CH3:16])[C:12]([O:17][CH3:18])=[C:11]([O:19][CH3:20])[CH:10]=3)[N:3]=2)[C:25]2[CH:27]=[CH:28][CH:29]=[CH:30][C:24]=2[N:23]=1. The catalyst class is: 751.